From a dataset of Forward reaction prediction with 1.9M reactions from USPTO patents (1976-2016). Predict the product of the given reaction. (1) Given the reactants [O:1]1[C:6]2[CH:7]=[CH:8][C:9]([NH:11][C:12]3[CH:17]=[C:16](I)[CH:15]=[CH:14][N:13]=3)=[CH:10][C:5]=2[O:4][CH2:3][CH2:2]1.[F:19][C:20]([F:35])([F:34])[C:21]1[CH:22]=[C:23](B(O)O)[CH:24]=[C:25]([C:27]([F:30])([F:29])[F:28])[CH:26]=1, predict the reaction product. The product is: [F:19][C:20]([F:34])([F:35])[C:21]1[CH:22]=[C:23]([C:16]2[CH:15]=[CH:14][N:13]=[C:12]([NH:11][C:9]3[CH:8]=[CH:7][C:6]4[O:1][CH2:2][CH2:3][O:4][C:5]=4[CH:10]=3)[CH:17]=2)[CH:24]=[C:25]([C:27]([F:28])([F:29])[F:30])[CH:26]=1. (2) Given the reactants [CH3:1][C:2]1[CH:3]=[C:4]2[C:9](=[CH:10][CH:11]=1)[N:8]=[CH:7][CH:6]=[CH:5]2.CC[O:14]C(C)=O, predict the reaction product. The product is: [N:8]1[C:9]2[C:4](=[CH:3][C:2]([CH:1]=[O:14])=[CH:11][CH:10]=2)[CH:5]=[CH:6][CH:7]=1.